This data is from Full USPTO retrosynthesis dataset with 1.9M reactions from patents (1976-2016). The task is: Predict the reactants needed to synthesize the given product. (1) Given the product [CH2:15]([NH:22][CH:2]([CH3:1])[C:3]([C:5]1[CH:6]=[CH:7][C:8]([OH:11])=[CH:9][CH:10]=1)=[O:4])[C:16]1[CH:21]=[CH:20][CH:19]=[CH:18][CH:17]=1, predict the reactants needed to synthesize it. The reactants are: [CH3:1][CH2:2][C:3]([C:5]1[CH:10]=[CH:9][C:8]([OH:11])=[CH:7][CH:6]=1)=[O:4].BrBr.Br.[CH2:15]([NH2:22])[C:16]1[CH:21]=[CH:20][CH:19]=[CH:18][CH:17]=1.[OH-].[Na+]. (2) Given the product [C:1]([C:4]1[O:8][C:7]([CH2:9][N:10]2[CH:14]=[C:13]([NH:15][C:16]([C:18]3[N:19]=[CH:20][O:21][C:22]=3[C:23]3[CH:28]=[CH:27][CH:26]=[C:25]([C:29](=[O:32])[NH2:30])[CH:24]=3)=[O:17])[CH:12]=[N:11]2)=[CH:6][CH:5]=1)(=[O:3])[CH3:2], predict the reactants needed to synthesize it. The reactants are: [C:1]([C:4]1[O:8][C:7]([CH2:9][N:10]2[CH:14]=[C:13]([NH:15][C:16]([C:18]3[N:19]=[CH:20][O:21][C:22]=3[C:23]3[CH:28]=[CH:27][CH:26]=[C:25]([C:29]#[N:30])[CH:24]=3)=[O:17])[CH:12]=[N:11]2)=[CH:6][CH:5]=1)(=[O:3])[CH3:2].[NH4+].[OH-:32].Cl. (3) Given the product [CH2:13]([O:20][CH2:21][N:22]1[N:26]=[N:25][C:24]([C:7]2[CH:6]=[C:5]([CH:10]=[CH:9][CH:8]=2)[C:4]([O:3][CH2:1][CH3:2])=[O:12])=[N:23]1)[C:14]1[CH:15]=[CH:16][CH:17]=[CH:18][CH:19]=1, predict the reactants needed to synthesize it. The reactants are: [CH2:1]([O:3][C:4](=[O:12])[C:5]1[CH:10]=[CH:9][CH:8]=[C:7](Br)[CH:6]=1)[CH3:2].[CH2:13]([O:20][CH2:21][N:22]1[N:26]=[N:25][C:24]([Sn](CCCC)(CCCC)CCCC)=[N:23]1)[C:14]1[CH:19]=[CH:18][CH:17]=[CH:16][CH:15]=1. (4) Given the product [Br:11][C:8]1[CH:9]=[C:4]([N+:1]([O-:3])=[O:2])[CH:5]=[CH:6][C:7]=1[NH2:10], predict the reactants needed to synthesize it. The reactants are: [N+:1]([C:4]1[CH:9]=[CH:8][C:7]([NH2:10])=[CH:6][CH:5]=1)([O-:3])=[O:2].[Br:11]Br. (5) Given the product [C:1]([O:5][C:6](=[O:34])[CH2:7][O:8][C:9]1[C:18]2[CH2:17][CH2:16][CH2:15][C@@H:14]([NH:19][S:20]([C:23]3[CH:28]=[C:27]([C:29]([F:32])([F:31])[F:30])[CH:26]=[C:25]([C:36]([CH3:37])=[CH2:35])[CH:24]=3)(=[O:22])=[O:21])[C:13]=2[CH:12]=[CH:11][CH:10]=1)([CH3:4])([CH3:3])[CH3:2], predict the reactants needed to synthesize it. The reactants are: [C:1]([O:5][C:6](=[O:34])[CH2:7][O:8][C:9]1[C:18]2[CH2:17][CH2:16][CH2:15][C@@H:14]([NH:19][S:20]([C:23]3[CH:28]=[C:27]([C:29]([F:32])([F:31])[F:30])[CH:26]=[C:25](Br)[CH:24]=3)(=[O:22])=[O:21])[C:13]=2[CH:12]=[CH:11][CH:10]=1)([CH3:4])([CH3:3])[CH3:2].[CH3:35][C:36](C)([O-])[CH3:37].[K+].C(B1OC(C)(C)C(C)(C)O1)(C)=C. (6) Given the product [Cl:1][C:2]1[CH:3]=[C:4]([O:37][CH3:38])[C:5]2[N:11]3[C:12]([C:15]([F:18])([F:17])[F:16])=[N:13][N:14]=[C:10]3[C@H:9]([CH2:19][C:20]([OH:22])=[O:21])[S:8][C@@H:7]([C:26]3[CH:31]=[CH:30][CH:29]=[C:28]([O:32][CH3:33])[C:27]=3[O:34][CH3:35])[C:6]=2[CH:36]=1, predict the reactants needed to synthesize it. The reactants are: [Cl:1][C:2]1[CH:3]=[C:4]([O:37][CH3:38])[C:5]2[N:11]3[C:12]([C:15]([F:18])([F:17])[F:16])=[N:13][N:14]=[C:10]3[C@H:9]([CH2:19][C:20]([O:22]C(C)C)=[O:21])[S:8][C@@H:7]([C:26]3[CH:31]=[CH:30][CH:29]=[C:28]([O:32][CH3:33])[C:27]=3[O:34][CH3:35])[C:6]=2[CH:36]=1.Cl.